Dataset: Forward reaction prediction with 1.9M reactions from USPTO patents (1976-2016). Task: Predict the product of the given reaction. (1) Given the reactants C(O[C:4]([N:6]1[CH2:12][C:11](=[O:13])[C:10]2[CH:14]=[C:15]([CH3:17])[O:16][C:9]=2[CH2:8][CH2:7]1)=O)C.[H-].[Al+3].[Li+].[H-].[H-].[H-], predict the reaction product. The product is: [CH3:17][C:15]1[O:16][C:9]2[CH2:8][CH2:7][N:6]([CH3:4])[CH2:12][CH:11]([OH:13])[C:10]=2[CH:14]=1. (2) Given the reactants [Br:1][C:2]1[CH:7]=[CH:6][C:5]([C:8](=O)[C:9]([F:12])([F:11])[F:10])=[CH:4][CH:3]=1.[CH3:14][Si:15]([NH-:18])([CH3:17])[CH3:16].[CH3:14][Si:15]([NH-:18])([CH3:17])[CH3:16].[Li+].[Li+], predict the reaction product. The product is: [Br:1][C:2]1[CH:7]=[CH:6][C:5]([C:8](=[N:18][Si:15]([CH3:17])([CH3:16])[CH3:14])[C:9]([F:12])([F:11])[F:10])=[CH:4][CH:3]=1. (3) Given the reactants [N+:1]([C:4]1[O:8][C:7]([C:9](Cl)=[O:10])=[CH:6][CH:5]=1)([O-:3])=[O:2].[CH2:12]([CH:19]1[CH2:24][CH2:23][N:22]([C:25]2[CH:32]=[CH:31][C:28]([C:29]#[N:30])=[CH:27][CH:26]=2)[CH2:21][CH2:20]1)[C:13]1[CH:18]=[CH:17][CH:16]=[CH:15][CH:14]=1.CCN(CC)CC, predict the reaction product. The product is: [CH2:12]([CH:19]1[CH2:24][CH2:23][N:22]([C:25]2[CH:26]=[CH:27][C:28]([CH2:29][NH:30][C:9]([C:7]3[O:8][C:4]([N+:1]([O-:3])=[O:2])=[CH:5][CH:6]=3)=[O:10])=[CH:31][CH:32]=2)[CH2:21][CH2:20]1)[C:13]1[CH:14]=[CH:15][CH:16]=[CH:17][CH:18]=1. (4) Given the reactants [CH3:1][N:2]1[CH2:7][CH2:6][CH2:5][C:4]2([NH:12][C:11](=[O:13])[C:10]3[CH:14]=[C:15](/[CH:18]=[CH:19]/[C:20](O)=[O:21])[CH:16]=[CH:17][C:9]=3[O:8]2)[CH2:3]1.C(Cl)CCl.C1C=CC2N(O)N=NC=2C=1.[NH2:37][O:38][CH:39]1[CH2:44][CH2:43][CH2:42][CH2:41][O:40]1, predict the reaction product. The product is: [CH3:1][N:2]1[CH2:7][CH2:6][CH2:5][C:4]2([NH:12][C:11](=[O:13])[C:10]3[CH:14]=[C:15](/[CH:18]=[CH:19]/[C:20]([NH:37][O:38][CH:39]4[CH2:44][CH2:43][CH2:42][CH2:41][O:40]4)=[O:21])[CH:16]=[CH:17][C:9]=3[O:8]2)[CH2:3]1. (5) Given the reactants [NH2:1][C:2]1[C:7]([F:8])=[CH:6][N:5]([S:9]([C:12]2[CH:18]=[CH:17][C:15]([CH3:16])=[CH:14][CH:13]=2)(=[O:11])=[O:10])[C:4](=[O:19])[N:3]=1.[CH3:20]I.[O-]S([O-])(=S)=O.[Na+].[Na+], predict the reaction product. The product is: [F:8][C:7]1[C:2](=[NH:1])[N:3]([CH3:20])[C:4](=[O:19])[N:5]([S:9]([C:12]2[CH:18]=[CH:17][C:15]([CH3:16])=[CH:14][CH:13]=2)(=[O:10])=[O:11])[CH:6]=1.